From a dataset of Full USPTO retrosynthesis dataset with 1.9M reactions from patents (1976-2016). Predict the reactants needed to synthesize the given product. Given the product [I:1][C:2]1[CH:9]=[CH:8][C:5]([CH:6]([OH:7])[CH:10]([CH3:12])[CH3:11])=[CH:4][CH:3]=1, predict the reactants needed to synthesize it. The reactants are: [I:1][C:2]1[CH:9]=[CH:8][C:5]([CH:6]=[O:7])=[CH:4][CH:3]=1.[CH:10]([Mg]Cl)([CH3:12])[CH3:11].